From a dataset of Forward reaction prediction with 1.9M reactions from USPTO patents (1976-2016). Predict the product of the given reaction. (1) Given the reactants [OH-].[Na+].C([O:6][CH2:7][C:8]1[CH:13]=[CH:12][C:11]([C:14]([F:17])([F:16])[F:15])=[CH:10][C:9]=1[N+:18]([O-:20])=[O:19])(=O)C.P([O-])([O-])([O-])=O.[Na+].[Na+].[Na+], predict the reaction product. The product is: [N+:18]([C:9]1[CH:10]=[C:11]([C:14]([F:15])([F:16])[F:17])[CH:12]=[CH:13][C:8]=1[CH2:7][OH:6])([O-:20])=[O:19]. (2) Given the reactants C(N(CC)C(C)C)(C)C.[C:10]([O:14][C:15](=[O:42])[N:16]([CH:18]1[CH2:23][CH2:22][CH:21]([NH:24][CH2:25][C:26]2[CH:27]=[C:28]([C:34]3[CH:39]=[CH:38][C:37]([C:40]#[N:41])=[CH:36][CH:35]=3)[C:29]([O:32][CH3:33])=[CH:30][CH:31]=2)[CH2:20][CH2:19]1)[CH3:17])([CH3:13])([CH3:12])[CH3:11].[Cl:43][C:44]1[C:45]2[CH:55]=[CH:54][CH:53]=[CH:52][C:46]=2[S:47][C:48]=1[C:49](Cl)=[O:50], predict the reaction product. The product is: [C:10]([O:14][C:15](=[O:42])[N:16]([CH:18]1[CH2:23][CH2:22][CH:21]([N:24]([C:49]([C:48]2[S:47][C:46]3[CH:52]=[CH:53][CH:54]=[CH:55][C:45]=3[C:44]=2[Cl:43])=[O:50])[CH2:25][C:26]2[CH:27]=[C:28]([C:34]3[CH:39]=[CH:38][C:37]([C:40]#[N:41])=[CH:36][CH:35]=3)[C:29]([O:32][CH3:33])=[CH:30][CH:31]=2)[CH2:20][CH2:19]1)[CH3:17])([CH3:13])([CH3:11])[CH3:12]. (3) The product is: [Cl:3][CH:4]([C:9](=[O:10])[CH2:11][C:22]([CH:17]1[CH2:21][CH2:20][CH2:19][CH2:18]1)([OH:35])[CH2:23][CH2:24][C:25]1[CH:30]=[CH:29][C:28]([CH:31]([F:32])[F:33])=[C:27]([F:34])[CH:26]=1)[C:5]([O:7][CH3:8])=[O:6]. Given the reactants [H-].[Na+].[Cl:3][CH:4]([C:9]([CH3:11])=[O:10])[C:5]([O:7][CH3:8])=[O:6].[Li]CCCC.[CH:17]1([C:22](=[O:35])[CH2:23][CH2:24][C:25]2[CH:30]=[CH:29][C:28]([CH:31]([F:33])[F:32])=[C:27]([F:34])[CH:26]=2)[CH2:21][CH2:20][CH2:19][CH2:18]1.[NH4+].[Cl-], predict the reaction product.